Dataset: Reaction yield outcomes from USPTO patents with 853,638 reactions. Task: Predict the reaction yield, written as a fraction of the theoretical maximum amount of product (1.0 means a 100% yield; for example, 0.34 means a 34% yield). The reactants are [CH3:1][O:2][C:3]1[CH:8]=[CH:7][C:6]([NH2:9])=[CH:5][CH:4]=1.I[C:11]1[CH:16]=[CH:15][C:14]([O:17][CH3:18])=[CH:13][CH:12]=1.C([O-])([O-])=O.[K+].[K+].N1CCC[C@H]1C(O)=O. The catalyst is CS(C)=O.[Cu]I. The product is [CH3:1][O:2][C:3]1[CH:8]=[CH:7][C:6]([NH:9][C:11]2[CH:16]=[CH:15][C:14]([O:17][CH3:18])=[CH:13][CH:12]=2)=[CH:5][CH:4]=1. The yield is 0.750.